Task: Predict the reactants needed to synthesize the given product.. Dataset: Retrosynthesis with 50K atom-mapped reactions and 10 reaction types from USPTO (1) Given the product CC1(C)Cc2cc(Cl)cc(C(=O)NS(=O)(=O)C3CC3)c2NC1c1cccc(N2CCOCC2)c1, predict the reactants needed to synthesize it. The reactants are: CC1(C)Cc2cc(Cl)cc(C(=O)O)c2NC1c1cccc(N2CCOCC2)c1.NS(=O)(=O)C1CC1. (2) Given the product CS(=O)(=O)NCc1ccccn1, predict the reactants needed to synthesize it. The reactants are: CS(=O)(=O)Cl.NCc1ccccn1.